This data is from Reaction yield outcomes from USPTO patents with 853,638 reactions. The task is: Predict the reaction yield, written as a fraction of the theoretical maximum amount of product (1.0 means a 100% yield; for example, 0.34 means a 34% yield). (1) The catalyst is CS(C)=O. The yield is 0.490. The product is [F:8][C:7]1[C:2]([N:19]([CH3:18])[CH2:20][C:21]2[CH:26]=[CH:25][N:24]=[CH:23][CH:22]=2)=[N:3][C:4]([CH3:10])=[N:5][C:6]=1[NH:28][NH2:29]. The reactants are Cl[C:2]1[C:7]([F:8])=[C:6](Cl)[N:5]=[C:4]([CH3:10])[N:3]=1.C(N(CC)CC)C.[CH3:18][NH:19][CH2:20][C:21]1[CH:26]=[CH:25][N:24]=[CH:23][CH:22]=1.O.[NH2:28][NH2:29]. (2) The reactants are [NH2:1][C:2]1[CH:3]=[N:4][CH:5]=[CH:6][C:7]=1[C@@H:8]1[CH2:13][C@H:12]([CH3:14])[CH2:11][C@H:10]([NH:15][C:16](=[O:22])[O:17][C:18]([CH3:21])([CH3:20])[CH3:19])[CH2:9]1.[F:23][C:24]1[CH:29]=[C:28]([CH:30]2[CH2:34][CH2:33][O:32][CH2:31]2)[CH:27]=[C:26]([F:35])[C:25]=1[C:36]1[N:41]=[C:40]([C:42](O)=[O:43])[CH:39]=[CH:38][C:37]=1[F:45]. No catalyst specified. The product is [F:35][C:26]1[CH:27]=[C:28]([CH:30]2[CH2:34][CH2:33][O:32][CH2:31]2)[CH:29]=[C:24]([F:23])[C:25]=1[C:36]1[N:41]=[C:40]([C:42]([NH:1][C:2]2[CH:3]=[N:4][CH:5]=[CH:6][C:7]=2[C@@H:8]2[CH2:13][C@H:12]([CH3:14])[CH2:11][C@H:10]([NH:15][C:16](=[O:22])[O:17][C:18]([CH3:21])([CH3:20])[CH3:19])[CH2:9]2)=[O:43])[CH:39]=[CH:38][C:37]=1[F:45]. The yield is 1.00. (3) The reactants are C=O.[NH:3]1[CH2:8][CH2:7][CH:6]([S:9]([C:12]2[CH:21]=[CH:20][C:15]3[N:16]=[C:17]([NH2:19])[S:18][C:14]=3[CH:13]=2)(=[O:11])=[O:10])[CH2:5][CH2:4]1.[C:22]([BH3-])#N.[Na+].C([O-])(O)=O.[Na+]. The catalyst is CO.C(O)(=O)C. The product is [CH3:22][N:3]1[CH2:4][CH2:5][CH:6]([S:9]([C:12]2[CH:21]=[CH:20][C:15]3[N:16]=[C:17]([NH2:19])[S:18][C:14]=3[CH:13]=2)(=[O:11])=[O:10])[CH2:7][CH2:8]1. The yield is 0.640. (4) The reactants are S(Cl)(Cl)=O.[CH3:5][O:6][C:7]1[C:15]([O:16][CH3:17])=[C:14]([O:18][CH3:19])[CH:13]=[C:12]([CH3:20])[C:8]=1[C:9]([OH:11])=O.C1(C)C=CC=CC=1.[Cu][C:29]#[N:30]. The catalyst is C(#N)C. The product is [CH3:5][O:6][C:7]1[C:15]([O:16][CH3:17])=[C:14]([O:18][CH3:19])[CH:13]=[C:12]([CH3:20])[C:8]=1[C:9]([C:29]#[N:30])=[O:11]. The yield is 0.450. (5) The reactants are Cl[C:2]1[C:7]([CH3:8])=[CH:6][C:5]([N+:9]([O-:11])=[O:10])=[CH:4][N:3]=1.C(=O)([O-])[O-].[K+].[K+].CS(C)=O.[NH:22]1[CH2:27][CH2:26][O:25][CH2:24][CH2:23]1. The catalyst is O. The product is [CH3:8][C:7]1[C:2]([N:22]2[CH2:27][CH2:26][O:25][CH2:24][CH2:23]2)=[N:3][CH:4]=[C:5]([N+:9]([O-:11])=[O:10])[CH:6]=1. The yield is 1.10. (6) The reactants are [Cl:1][C:2]1[CH:7]=[CH:6][C:5]([OH:8])=[CH:4][N:3]=1.C(=O)([O-])[O-].[Cs+].[Cs+].[CH2:15](Br)[C:16]1[CH:21]=[CH:20][CH:19]=[CH:18][CH:17]=1. The catalyst is CN(C=O)C.O. The product is [CH2:15]([O:8][C:5]1[CH:6]=[CH:7][C:2]([Cl:1])=[N:3][CH:4]=1)[C:16]1[CH:21]=[CH:20][CH:19]=[CH:18][CH:17]=1. The yield is 0.790. (7) The reactants are [OH-].[K+].[CH3:3][CH2:4][OH:5].Cl[C:7]1[N:12]=[CH:11][C:10]([C:13]([OH:15])=[O:14])=[CH:9][CH:8]=1.Cl. The catalyst is CS(C)=O. The product is [CH2:4]([O:5][C:7]1[N:12]=[CH:11][C:10]([C:13]([OH:15])=[O:14])=[CH:9][CH:8]=1)[CH3:3]. The yield is 0.710. (8) The reactants are [OH:1][C@H:2]1[CH2:6][CH2:5][N:4]([C:7]([O:9][C:10]([CH3:13])([CH3:12])[CH3:11])=[O:8])[CH2:3]1.CCN(CC)CC.[CH3:21][S:22](Cl)(=[O:24])=[O:23]. The catalyst is C(Cl)Cl. The product is [CH3:21][S:22]([O:1][C@H:2]1[CH2:6][CH2:5][N:4]([C:7]([O:9][C:10]([CH3:13])([CH3:12])[CH3:11])=[O:8])[CH2:3]1)(=[O:24])=[O:23]. The yield is 0.850.